Dataset: P-glycoprotein inhibition data for predicting drug efflux from Broccatelli et al.. Task: Regression/Classification. Given a drug SMILES string, predict its absorption, distribution, metabolism, or excretion properties. Task type varies by dataset: regression for continuous measurements (e.g., permeability, clearance, half-life) or binary classification for categorical outcomes (e.g., BBB penetration, CYP inhibition). Dataset: pgp_broccatelli. (1) The drug is CN(C)CC[C@H](c1ccc(Cl)cc1)c1ccccn1. The result is 0 (non-inhibitor). (2) The molecule is C[C@H](Cc1ccc(O)cc1)NC[C@H](O)c1cc(O)cc(O)c1. The result is 1 (inhibitor).